This data is from hERG potassium channel inhibition data for cardiac toxicity prediction from Karim et al.. The task is: Regression/Classification. Given a drug SMILES string, predict its toxicity properties. Task type varies by dataset: regression for continuous values (e.g., LD50, hERG inhibition percentage) or binary classification for toxic/non-toxic outcomes (e.g., AMES mutagenicity, cardiotoxicity, hepatotoxicity). Dataset: herg_karim. (1) The drug is COC(=O)C1(CNC(=O)c2cc(Cl)cc(Cl)c2)CCN(Cc2ccc(OC)cc2)CC1. The result is 1 (blocker). (2) The compound is COCCN1CCCC(Cn2c(-c3cccnc3C)nc3cn(-c4ccc(C#N)cc4)nc3c2=O)C1. The result is 0 (non-blocker). (3) The drug is COc1cnc2ccc(=O)n(CCN3CCC(c4c[nH]c5ccc(C#N)cc45)CC3)c2c1. The result is 1 (blocker). (4) The compound is CC(C)[C@@H](Oc1ccc(CNC(=O)[C@@H]2CCCN2C(=O)C([NH3+])C2CCCCC2)cc1)C(=O)O. The result is 0 (non-blocker).